Dataset: Reaction yield outcomes from USPTO patents with 853,638 reactions. Task: Predict the reaction yield, written as a fraction of the theoretical maximum amount of product (1.0 means a 100% yield; for example, 0.34 means a 34% yield). (1) The reactants are Cl.[CH3:2][N:3]([CH3:18])[CH2:4][C@H:5]([CH3:17])[C:6]([C:9]1[CH:14]=[CH:13][CH:12]=[CH:11][C:10]=1OC)=[CH:7][CH3:8].[CH2:19]([OH:21])C. The catalyst is [Pd]. The product is [CH3:19][O:21][C:13]1[CH:14]=[C:9]([C@H:6]([CH2:7][CH3:8])[C@@H:5]([CH3:17])[CH2:4][N:3]([CH3:2])[CH3:18])[CH:10]=[CH:11][CH:12]=1. The yield is 0.720. (2) The reactants are [Br:1][C:2]1[CH:19]=[CH:18][C:5]([CH2:6][NH:7][C:8](=[O:17])[C:9]2[CH:14]=[CH:13][C:12]([Cl:15])=[CH:11][C:10]=2[OH:16])=[C:4]([F:20])[CH:3]=1.C([O-])([O-])=O.[K+].[K+].Br[CH2:28][C:29]([O:31][CH2:32][CH3:33])=[O:30]. The catalyst is CC(C)=O. The product is [CH2:32]([O:31][C:29](=[O:30])[CH2:28][O:16][C:10]1[CH:11]=[C:12]([Cl:15])[CH:13]=[CH:14][C:9]=1[C:8](=[O:17])[NH:7][CH2:6][C:5]1[CH:18]=[CH:19][C:2]([Br:1])=[CH:3][C:4]=1[F:20])[CH3:33]. The yield is 0.940. (3) The reactants are [Br:1][C:2]1[S:6][C:5]([C:7]([NH:9][C:10]2[CH:15]=[CH:14][C:13]([O:16][CH2:17][CH2:18][N:19]3[CH2:23][CH2:22][CH2:21][CH2:20]3)=[C:12]([O:24][CH3:25])[CH:11]=2)=[O:8])=[C:4]([N+:26]([O-])=O)[CH:3]=1.O.[Sn](Cl)(Cl)(Cl)Cl.[CH2:35](O)C. No catalyst specified. The product is [Br:1][C:2]1[S:6][C:5]2[C:7](=[O:8])[N:9]([C:10]3[CH:15]=[CH:14][C:13]([O:16][CH2:17][CH2:18][N:19]4[CH2:23][CH2:22][CH2:21][CH2:20]4)=[C:12]([O:24][CH3:25])[CH:11]=3)[CH:35]=[N:26][C:4]=2[CH:3]=1. The yield is 0.420. (4) The reactants are Br[CH2:2][C:3](=[O:17])[C@@H:4]([NH:6][C:7](=[O:16])[O:8][CH2:9][C:10]1[CH:15]=[CH:14][CH:13]=[CH:12][CH:11]=1)[CH3:5].[F:18][C:19]1[CH:24]=[C:23]([F:25])[CH:22]=[CH:21][C:20]=1[OH:26].[F-].[K+]. The catalyst is CN(C=O)C.ClCCl.O. The product is [F:18][C:19]1[CH:24]=[C:23]([F:25])[CH:22]=[CH:21][C:20]=1[O:26][CH2:2][C:3](=[O:17])[C@@H:4]([NH:6][C:7](=[O:16])[O:8][CH2:9][C:10]1[CH:15]=[CH:14][CH:13]=[CH:12][CH:11]=1)[CH3:5]. The yield is 0.940. (5) The reactants are [Br:1][C:2]1[C:6]2[S:7][C:8](Br)=[C:9]([Br:10])[C:5]=2[S:4][C:3]=1Br.[CH2:13]([Li])[CH2:14][CH2:15]C.[CH:18](=[O:25])[C:19]1[CH:24]=[CH:23][CH:22]=[CH:21][CH:20]=1.O.[CH2:27]1[CH2:31][O:30][CH2:29][CH2:28]1. The yield is 0.540. The product is [Br:1][C:2]1[C:6]2[S:7][C:8]([CH:29]([C:28]3[CH:27]=[CH:31][CH:15]=[CH:14][CH:13]=3)[OH:30])=[C:9]([Br:10])[C:5]=2[S:4][C:3]=1[CH:18]([C:19]1[CH:24]=[CH:23][CH:22]=[CH:21][CH:20]=1)[OH:25]. No catalyst specified. (6) The reactants are Br[C:2]1[CH:18]=[CH:17][C:5]2[N:6]3[C:10]([CH2:11][CH2:12][O:13][C:4]=2[CH:3]=1)=[CH:9][C:8]([C:14]([OH:16])=O)=[N:7]3.[CH:19]([NH:22][CH2:23][CH2:24][OH:25])([CH3:21])[CH3:20].C(N(CC)CC)C. The catalyst is [Pd]. The product is [OH:25][CH2:24][CH2:23][N:22]([CH:19]([CH3:21])[CH3:20])[C:14]([C:8]1[CH:9]=[C:10]2[N:6]([C:5]3[CH:17]=[CH:18][CH:2]=[CH:3][C:4]=3[O:13][CH2:12][CH2:11]2)[N:7]=1)=[O:16]. The yield is 0.680. (7) The reactants are [CH3:1][NH2:2].CO.CO.[CH2:7]([O:9][C:10](=[O:26])[CH:11]([N:17]([C:19]([O:21][C:22]([CH3:25])([CH3:24])[CH3:23])=[O:20])[CH3:18])[C:12](OCC)=[O:13])C.O.C(O)(=O)CC(CC(O)=O)(C(O)=O)O. The catalyst is C(OCC)(=O)C. The product is [C:22]([O:21][C:19]([N:17]([CH3:18])[C@H:11]([C:12]([NH:2][CH3:1])=[O:13])[C:10](=[O:26])[O:9][CH3:7])=[O:20])([CH3:25])([CH3:24])[CH3:23]. The yield is 0.340. (8) The reactants are [CH3:1][N:2]([CH3:15])[CH2:3][CH2:4][N:5]1[C:13]2[C:8](=[CH:9][CH:10]=[C:11]([NH2:14])[CH:12]=2)[CH:7]=[N:6]1.[CH2:16]([O:23][C:24]1[CH:29]=[CH:28][C:27]([CH2:30][C:31](O)=[O:32])=[CH:26][CH:25]=1)[C:17]1[CH:22]=[CH:21][CH:20]=[CH:19][CH:18]=1.Cl.C(N=C=NC(C)(C)CC)C.ON1C2C=CC=CC=2N=N1.CN1CCOCC1. The catalyst is CN(C=O)C. The product is [CH2:16]([O:23][C:24]1[CH:25]=[CH:26][C:27]([CH2:30][C:31]([NH:14][C:11]2[CH:12]=[C:13]3[C:8]([CH:7]=[N:6][N:5]3[CH2:4][CH2:3][N:2]([CH3:15])[CH3:1])=[CH:9][CH:10]=2)=[O:32])=[CH:28][CH:29]=1)[C:17]1[CH:18]=[CH:19][CH:20]=[CH:21][CH:22]=1. The yield is 0.950.